Dataset: Full USPTO retrosynthesis dataset with 1.9M reactions from patents (1976-2016). Task: Predict the reactants needed to synthesize the given product. (1) Given the product [CH2:32]([C:34]1[CH:48]=[CH:47][C:37]([O:38][C:39]2[CH:40]=[C:41]([CH2:42][NH:43][C:4](=[O:6])[C:3]3[CH:7]=[CH:8][CH:9]=[N:10][C:2]=3[NH2:1])[CH:44]=[CH:45][CH:46]=2)=[CH:36][CH:35]=1)[CH3:33], predict the reactants needed to synthesize it. The reactants are: [NH2:1][C:2]1[N:10]=[CH:9][CH:8]=[CH:7][C:3]=1[C:4]([OH:6])=O.ON1C2C=CC=CC=2N=N1.CCN=C=NCCCN(C)C.[CH2:32]([C:34]1[CH:48]=[CH:47][C:37]([O:38][C:39]2[CH:40]=[C:41]([CH:44]=[CH:45][CH:46]=2)[CH2:42][NH2:43])=[CH:36][CH:35]=1)[CH3:33].C(=O)(O)[O-].[Na+]. (2) Given the product [N:31]1[N:30]([C:34]2[C:35]([C:40]([N:14]3[CH2:18][CH:17]4[CH2:19][N:20]([C:22]([O:24][C:25]([CH3:28])([CH3:27])[CH3:26])=[O:23])[CH2:21][CH:16]4[CH2:15]3)=[O:42])=[N:36][CH:37]=[CH:38][CH:39]=2)[N:29]=[CH:33][CH:32]=1, predict the reactants needed to synthesize it. The reactants are: N1N=C(C2C=CC=CC=2C([N:14]2[CH2:18][CH:17]3[CH2:19][N:20]([C:22]([O:24][C:25]([CH3:28])([CH3:27])[CH3:26])=[O:23])[CH2:21][CH:16]3[CH2:15]2)=O)NC=1.[N:29]1[N:30]([C:34]2[C:35]([C:40]([OH:42])=O)=[N:36][CH:37]=[CH:38][CH:39]=2)[N:31]=[CH:32][CH:33]=1.N1N=C(C2C=CC=CC=2C(O)=O)NC=1.